From a dataset of Catalyst prediction with 721,799 reactions and 888 catalyst types from USPTO. Predict which catalyst facilitates the given reaction. (1) Reactant: Cl[C:2]1[C:7]([N+:8]([O-:10])=[O:9])=[CH:6][CH:5]=[CH:4][N:3]=1.[CH3:11][C:12]1([CH3:22])[CH2:16][C:15]2[CH:17]=[CH:18][CH:19]=[C:20]([OH:21])[C:14]=2[O:13]1.C(=O)([O-])[O-].[Cs+].[Cs+]. Product: [CH3:11][C:12]1([CH3:22])[CH2:16][C:15]2[CH:17]=[CH:18][CH:19]=[C:20]([O:21][C:2]3[C:7]([N+:8]([O-:10])=[O:9])=[CH:6][CH:5]=[CH:4][N:3]=3)[C:14]=2[O:13]1. The catalyst class is: 18. (2) Reactant: [Cl:1][C:2]1[CH:3]=[C:4]([NH:13][CH:14]2[CH2:17][CH2:16][CH2:15]2)[C:5]([CH3:12])=[C:6]([CH:11]=1)[C:7]([O:9][CH3:10])=[O:8].[C:18](=O)([O-])[O-].[Cs+].[Cs+].CI. Product: [Cl:1][C:2]1[CH:3]=[C:4]([N:13]([CH:14]2[CH2:17][CH2:16][CH2:15]2)[CH3:18])[C:5]([CH3:12])=[C:6]([CH:11]=1)[C:7]([O:9][CH3:10])=[O:8]. The catalyst class is: 10. (3) Reactant: [F:1][C:2]1[CH:7]=[CH:6][C:5]([NH:8][C:9](=O)[C:10]([N:12]([CH2:34][CH:35]([CH3:37])[CH3:36])[C@H:13]2[CH2:18][C@@H:17]([C:19]([N:21]3[CH2:26][CH2:25][O:24][CH2:23][CH2:22]3)=[O:20])[CH2:16][N:15](C(OC(C)(C)C)=O)[CH2:14]2)=[O:11])=[C:4]([NH:39][CH2:40][CH2:41][CH2:42][CH2:43][O:44][CH3:45])[CH:3]=1.C(OCC)(=O)C.[ClH:52]. Product: [ClH:52].[ClH:52].[F:1][C:2]1[CH:7]=[CH:6][C:5]2[N:8]=[C:9]([C:10]([N:12]([CH2:34][CH:35]([CH3:36])[CH3:37])[C@H:13]3[CH2:18][C@@H:17]([C:19]([N:21]4[CH2:22][CH2:23][O:24][CH2:25][CH2:26]4)=[O:20])[CH2:16][NH:15][CH2:14]3)=[O:11])[N:39]([CH2:40][CH2:41][CH2:42][CH2:43][O:44][CH3:45])[C:4]=2[CH:3]=1. The catalyst class is: 15.